From a dataset of Drug-target binding data from BindingDB using Kd measurements. Regression. Given a target protein amino acid sequence and a drug SMILES string, predict the binding affinity score between them. We predict pKd (pKd = -log10(Kd in M); higher means stronger binding). Dataset: bindingdb_kd. (1) The compound is CO[C@@H]1[C@@H](OC(N)=O)[C@H](O)[C@@H](Oc2ccc3c(O)c(NC(=O)c4ccc(O)c(CC=C(C)C)c4)c(=O)oc3c2C)OC1(C)C. The target protein sequence is MSNSYDSSSIKVLKGLDAVRKRPGMYIGDTDDGTGLHHMVFEVVDNAIDEALAGHCKEIIVTIHADNSVSVQDDGRGIPTGIHPEEGVSAAEVIMTVLHAGGKFDDNSYKVSGGLHGVGVSVVNALSQKLELVIQREGKIHRQIYEHGVPQAPLAVTGETEKTGTMVRFWPSLETFTNVTEFEYEILAKRLRELSFLNSGVSIRLRDKRDGKEDHFHYEGGIKAFVEYLNKNKTPIHPNIFYFSTEKDGIGVEVALQWNDGFQENIYCFTNNIPQRDGGTHLAGFRAAMTRTLNAYMDKEGYSKKAKVSATGDDAREGLIAVVSVKVPDPKFSSQTKDKLVSSEVKSAVEQQMNELLAEYLLENPTDAKIVVGKIIDAARAREAARRAREMTRRKGALDLAGLPGKLADCQERDPALSELYLVEGDSAGGSAKQGRNRKNQAILPLKGKILNVEKARFDKMLSSQEVATLITALGCGIGRDEYNPDKLRYHSIIIMTDAD.... The pKd is 7.5. (2) The compound is CSCC[C@H](N)C(=O)N[C@@H](CO)C(=O)NCC(=O)N[C@@H](CCCNC(=N)N)C(=O)NCC(=O)N[C@@H](CCCCN)C(=O)NCC(=O)NCC(=O)N[C@@H](CCCCN)C(=O)NCC(=O)N[C@@H](CC(C)C)C(=O)NCC(=O)N[C@@H](CCCCN)C(=O)NCC(=O)NCC(=O)N[C@@H](C)C(=O)N[C@@H](CCCCN)C(=O)N[C@@H](CCCNC(=N)N)C(=O)N[C@@H](Cc1cnc[nH]1)C(=O)N[C@@H](CCCNC(=N)N)C(=O)N[C@@H](CCCCN)C(=O)N[C@H](C(=O)N[C@@H](CC(C)C)C(=O)N[C@@H](CCCNC(=N)N)C(=O)N[C@@H](CC(=O)O)C(=O)O)C(C)C. The target protein sequence is NPPPPETSNPNKPKRQTNQLQYLLRVVLKTLWKHQFAAPFQQPVDAVKLNLPDYYKIIKTPMDMGTIKKRLENNYYWNAQECIQDFNTMFTNCYIYNKPGDDIVLMAEALEKLFLQKINELPT. The pKd is 4.3. (3) The small molecule is CS(=O)(=O)CCNCc1ccc(-c2ccc3ncnc(Nc4ccc(OCc5cccc(F)c5)c(Cl)c4)c3c2)o1. The target protein (P54764) has sequence MAGIFYFALFSCLFGICDAVTGSRVYPANEVTLLDSRSVQGELGWIASPLEGGWEEVSIMDEKNTPIRTYQVCNVMEPSQNNWLRTDWITREGAQRVYIEIKFTLRDCNSLPGVMGTCKETFNLYYYESDNDKERFIRENQFVKIDTIAADESFTQVDIGDRIMKLNTEIRDVGPLSKKGFYLAFQDVGACIALVSVRVFYKKCPLTVRNLAQFPDTITGADTSSLVEVRGSCVNNSEEKDVPKMYCGADGEWLVPIGNCLCNAGHEERSGECQACKIGYYKALSTDATCAKCPPHSYSVWEGATSCTCDRGFFRADNDAASMPCTRPPSAPLNLISNVNETSVNLEWSSPQNTGGRQDISYNVVCKKCGAGDPSKCRPCGSGVHYTPQQNGLKTTKVSITDLLAHTNYTFEIWAVNGVSKYNPNPDQSVSVTVTTNQAAPSSIALVQAKEVTRYSVALAWLEPDRPNGVILEYEVKYYEKDQNERSYRIVRTAARNTDI.... The pKd is 5.0. (4) The compound is Cc1c(C(=O)NN2CCCCC2)nn(-c2ccc(Cl)cc2Cl)c1-c1ccc(Cl)cc1. The target protein sequence is MKSILDGLADTTFRTITTDLLYVGSNDIQYEDIKGDMASKLGYFPQKFPLTSFRGSPFQEKMTAGDNPQLVPADQVNITEFYNKSLSSFKENEENIQCGENFMDIECFMVLNPSQQLAIAVLSLTLGTFTVLENLLVLCVILHSRSLRCRPSYHFIGSLAVADLLGSVIFVYSFIDFHVFHRKDSRNVFLFKLGGVTASFTASVGSLFLTAIDRYISIHRPLAYKRIVTRPKAVVAFCLMWTIAIVIAVLPLLGWNCEKLQSVCSDIFPHIDETYLMFWIGVTSVLLLFIVYAYMYILWKAHSHAVRMIQRGTQKSIIIHTSEDGKVQVTRPDQARMDIRLAKALVLILVVLIICWGPLLAIMVYDVFGKMNKLIKTVFAFCSMLCLLNSTVNPIIYALRSKDLRHAFRSMFPSCEGTAQPLDNSMGDSDCLHKHANNAASVHRAAESCIKSTVKIAKVTMSVSTDTSAEAL. The pKd is 8.6. (5) The drug is Cc1cc(Nc2cc(N3CCN(C)CC3)nc(Sc3ccc(NC(=O)C4CC4)cc3)n2)[nH]n1. The target protein sequence is HHSTVADGLITTLHYPAPKRNKPTVYGVSPNYDKWEMERTDITMKHKLGGGQFGEVYEGVWKKYSLTVAVKTLKEDTMEVEEFLKEAAVMKEIKHPNLVQLLGVCTREPPFYIITEFMTYGNLLDYLRECNRQEVNAVVLLYMATQISSAMEYLEKKNFIHRDLAARNCLVGENHLVKVADFGLSRLMTGDTYTAHAGAKFPIKWTAPESLAYNKFSIKSDVWAFGVLLWEIATYGMSPYPGIDLSQVYELLEKDYRMERPEGCPEKVYELMRACWQWNPSDRPSFAEIHQAFETMFQES. The pKd is 7.7. (6) The pKd is 6.0. The small molecule is CCN(CC)CCNC(=O)c1c(C)[nH]c(/C=C2\C(=O)Nc3ccc(F)cc32)c1C. The target protein sequence is HHSTVADGLITTLHYPAPKRNKPTVYGVSPNYDKWEMERTDITMKHKLGGGQYGEVYEGVWKKYSLTVAVKTLKEDTMEVEEFLKEAAVMKEIKHPNLVQLLGVCTREPPFYIITEFMTYGNLLDYLRECNRQEVNAVVLLYMATQISSAMEYLEKKNFIHRDLAARNCLVGENHLVKVADFGLSRLMTGDTYTAHAGAKFPIKWTAPESLAYNKFSIKSDVWAFGVLLWEIATYGMSPYPGIDLSQVYELLEKDYRMERPEGCPEKVYELMRACWQWNPSDRPSFAEIHQAFETMFQES. (7) The compound is CC[C@H](CO)Nc1nc(NCc2ccccc2)c2ncn(C(C)C)c2n1. The target protein (Q9BXA7) has sequence MDDAAVLKRRGYLLGINLGEGSYAKVKSAYSERLKFNVAIKIIDRKKAPADFLEKFLPREIEILAMLNHCSIIKTYEIFETSHGKVYIVMELAVQGDLLELIKTRGALHEDEARKKFHQLSLAIKYCHDLDVVHRDLKCDNLLLDKDFNIKLSDFSFSKRCLRDDSGRMALSKTFCGSPAYAAPEVLQGIPYQPKVYDIWSLGVILYIMVCGSMPYDDSNIKKMLRIQKEHRVNFPRSKHLTGECKDLIYHMLQPDVNRRLHIDEILSHCWMQPKARGSPSVAINKEGESSRGTEPLWTPEPGSDKKSATKLEPEGEAQPQAQPETKPEGTAMQMSRQSEILGFPSKPSTMETEEGPPQQPPETRAQ. The pKd is 5.0. (8) The small molecule is C[C@H](CCCC(C)(C)O)[C@H]1CC[C@H]2[C@@H]3CC=C4C[C@@H](O)CC[C@]4(C)[C@H]3CC[C@@]21C. The target protein sequence is MGKAAAPSRGGGCGGRSRGLSSLFTVVPCLSCHTAAPGMSASTSGSGPEPKPQPQPVPEPERGPLSEQVSEAVSEAVPRSEPVSETTSEPEPGAGQPSELLQGSRPGSESSSGVGAGPFTKAASEPLSRAVGSATFLRPESGSLPALKPLPLLRPGQAKTPLGVPMSGTGTTSSAPLALLPKAVRVMNTHSDDSGDDDEATTPADKSELHHTLKNLSLKLDDLSTCNDLIAKHGAALQRSLTELDGLKIPSESGEKLKVVNERATLFRITSNAMINACRDFLELAEIHSRKWQRALQYEQEQRVHLEETIEQLAKQHNSLERAFHSAPGRPANPSKSFIEGSLLTPKGEDSEEDEDTEYFDAMEDSTSFITVITEAKEDSRKAEGSTGTSSVDWSSADNVLDGASLVPKGSSKVKRRVRIPNKPNYSLNLWSIMKNCIGRELSRIPMPVNFNEPLSMLQRLTEDLEYHHLLDKAVHCTSSVEQMCLVAAFSVSSYSTTVH.... The pKd is 7.6.